This data is from Full USPTO retrosynthesis dataset with 1.9M reactions from patents (1976-2016). The task is: Predict the reactants needed to synthesize the given product. (1) Given the product [CH3:1][O:2][C:3](=[O:17])[CH2:4][C:5]1[C:9]2[C:10]([CH:15]=[CH2:16])=[CH:11][C:12]([O:14][CH2:25][C:24]3[C:19]([CH3:18])=[N:20][C:21]([CH3:27])=[CH:22][CH:23]=3)=[CH:13][C:8]=2[S:7][CH:6]=1, predict the reactants needed to synthesize it. The reactants are: [CH3:1][O:2][C:3](=[O:17])[CH2:4][C:5]1[C:9]2[C:10]([CH:15]=[CH2:16])=[CH:11][C:12]([OH:14])=[CH:13][C:8]=2[S:7][CH:6]=1.[CH3:18][C:19]1[C:24]([CH2:25]O)=[CH:23][CH:22]=[C:21]([CH3:27])[N:20]=1.C1CCN(C(N=NC(N2CCCCC2)=O)=O)CC1.C(P(CCCC)CCCC)CCC. (2) Given the product [C:27]1([CH2:26][O:25][C:24](=[O:33])[NH:23][CH2:22][C@H:18]2[C@@H:17]([F:16])[CH2:21][N:20]([CH2:2][CH2:1][C:3]3[C:12]4[C:7](=[CH:8][CH:9]=[C:10]([O:13][CH3:14])[N:11]=4)[N:6]=[CH:5][C:4]=3[F:15])[CH2:19]2)[CH:32]=[CH:31][CH:30]=[CH:29][CH:28]=1, predict the reactants needed to synthesize it. The reactants are: [CH:1]([C:3]1[C:4]([F:15])=[CH:5][N:6]=[C:7]2[C:12]=1[N:11]=[C:10]([O:13][CH3:14])[CH:9]=[CH:8]2)=[CH2:2].[F:16][C@H:17]1[CH2:21][NH:20][CH2:19][C@H:18]1[CH2:22][NH:23][C:24](=[O:33])[O:25][CH2:26][C:27]1[CH:32]=[CH:31][CH:30]=[CH:29][CH:28]=1. (3) Given the product [CH3:23][C@@H:20]([CH:19]([NH:8][C:1]([O:3][C:4]([CH3:7])([CH3:6])[CH3:5])=[O:2])[CH3:17])[C:21]([NH2:16])=[O:22], predict the reactants needed to synthesize it. The reactants are: [C:1]([NH:8][C@H](C(O)=O)CC)([O:3][C:4]([CH3:7])([CH3:6])[CH3:5])=[O:2].O[N:16]1[C:21](=[O:22])[CH2:20][CH2:19][C:17]1=O.[CH2:23]1CCC(N=C=NC2CCCCC2)CC1. (4) Given the product [OH:9][C:6]1[CH:7]=[CH:8][C:3]([C:1]#[N:2])=[CH:4][C:5]=1[I:12], predict the reactants needed to synthesize it. The reactants are: [C:1]([C:3]1[CH:8]=[CH:7][C:6]([OH:9])=[CH:5][CH:4]=1)#[N:2].[OH-].[NH4+].[I-:12].[K+].II. (5) The reactants are: [Cl:1][C:2]1[CH:3]=[C:4]([CH:6]=[CH:7][C:8]=1[S:9][C:10]([F:13])([F:12])[F:11])[NH2:5].C(N(CC)CC)C.[C:21](Cl)(=[O:23])[CH3:22]. Given the product [Cl:1][C:2]1[CH:3]=[C:4]([NH:5][C:21](=[O:23])[CH3:22])[CH:6]=[CH:7][C:8]=1[S:9][C:10]([F:13])([F:11])[F:12], predict the reactants needed to synthesize it. (6) Given the product [CH3:1][O:2][C:3]([C:5]1[CH:6]=[C:7]([C:17]2[CH:22]=[CH:21][C:20]([CH3:23])=[CH:19][CH:18]=2)[CH:8]=[C:9]([N:11]([CH2:26][CH3:27])[C:12](=[O:16])[CH:13]([CH3:15])[CH3:14])[CH:10]=1)=[O:4], predict the reactants needed to synthesize it. The reactants are: [CH3:1][O:2][C:3]([C:5]1[CH:6]=[C:7]([C:17]2[CH:22]=[CH:21][C:20]([CH3:23])=[CH:19][CH:18]=2)[CH:8]=[C:9]([NH:11][C:12](=[O:16])[CH:13]([CH3:15])[CH3:14])[CH:10]=1)=[O:4].[H-].[Na+].[CH2:26](I)[CH3:27]. (7) Given the product [F:26][C:27]1[CH:32]=[CH:31][C:30]([N:33]2[C:5]([C:7]3[C:12](=[O:13])[CH:11]=[CH:10][N:9]([C:14]4[CH:19]=[CH:18][C:17]([O:20][C:21]([F:23])([F:22])[F:24])=[CH:16][CH:15]=4)[N:8]=3)=[CH:4][CH:3]=[N:34]2)=[CH:29][CH:28]=1, predict the reactants needed to synthesize it. The reactants are: CN(C)/[CH:3]=[CH:4]/[C:5]([C:7]1[C:12](=[O:13])[CH:11]=[CH:10][N:9]([C:14]2[CH:19]=[CH:18][C:17]([O:20][C:21]([F:24])([F:23])[F:22])=[CH:16][CH:15]=2)[N:8]=1)=O.[F:26][C:27]1[CH:32]=[CH:31][C:30]([NH:33][NH2:34])=[CH:29][CH:28]=1. (8) Given the product [CH3:5][C:6]1[CH:11]=[CH:10][C:9]([N+:12]([O-:14])=[O:13])=[CH:8][C:7]=1[NH:15][C:16]([NH2:18])=[NH:17], predict the reactants needed to synthesize it. The reactants are: [N+]([O-])(O)=O.[CH3:5][C:6]1[CH:11]=[CH:10][C:9]([N+:12]([O-:14])=[O:13])=[CH:8][C:7]=1[NH:15][C:16]([NH2:18])=[NH:17].[OH-].[Na+]. (9) Given the product [F:56][C:2]1([F:1])[C:6]2[N:7]([CH2:14][C:15]([NH:17][C@H:18]([C:28]3[C:33]([C:65]4[C:73]5[O:72][N:71]=[C:70]([NH:74][S:75]([CH3:78])(=[O:76])=[O:77])[C:69]=5[CH:68]=[CH:67][CH:66]=4)=[CH:32][CH:31]=[C:30]([C:49]#[C:50][C:51]([OH:54])([CH3:53])[CH3:52])[N:29]=3)[CH2:19][C:20]3[CH:21]=[C:22]([F:27])[CH:23]=[C:24]([F:26])[CH:25]=3)=[O:16])[N:8]=[C:9]([C:10]([F:11])([F:12])[F:13])[C:5]=2[C@H:4]2[CH2:55][C@@H:3]12, predict the reactants needed to synthesize it. The reactants are: [F:1][C:2]1([F:56])[C:6]2[N:7]([CH2:14][C:15]([NH:17][C@H:18]([C:28]3[C:33](C4C=CC=C5C=4N(C)N=C5NS(C)(=O)=O)=[CH:32][CH:31]=[C:30]([C:49]#[C:50][C:51]([OH:54])([CH3:53])[CH3:52])[N:29]=3)[CH2:19][C:20]3[CH:25]=[C:24]([F:26])[CH:23]=[C:22]([F:27])[CH:21]=3)=[O:16])[N:8]=[C:9]([C:10]([F:13])([F:12])[F:11])[C:5]=2[C@H:4]2[CH2:55][C@@H:3]12.CC1(C)C(C)(C)OB([C:65]2[C:73]3[O:72][N:71]=[C:70]([NH:74][S:75]([CH3:78])(=[O:77])=[O:76])[C:69]=3[CH:68]=[CH:67][CH:66]=2)O1.FC1(F)C2N(CC(O)=O)N=C(C(F)(F)F)C=2[C@H]2C[C@@H]12.FC(F)(F)C(O)=O. (10) Given the product [CH2:11]([O:13][C:14]([CH:16]1[CH2:21][CH2:20][CH2:19][CH:18]([C:28](=[O:29])[C:27]2[CH:34]=[CH:35][C:24]([Cl:23])=[CH:25][CH:26]=2)[C:17]1=[O:22])=[O:15])[CH3:12], predict the reactants needed to synthesize it. The reactants are: [Li+].C[Si]([N-][Si](C)(C)C)(C)C.[CH2:11]([O:13][C:14]([CH:16]1[CH2:21][CH2:20][CH2:19][CH2:18][C:17]1=[O:22])=[O:15])[CH3:12].[Cl:23][C:24]1[CH:35]=[CH:34][C:27]([C:28](N(OC)C)=[O:29])=[CH:26][CH:25]=1.